Dataset: Full USPTO retrosynthesis dataset with 1.9M reactions from patents (1976-2016). Task: Predict the reactants needed to synthesize the given product. (1) Given the product [CH3:34][O:31][C:28](=[O:29])/[CH:19]=[CH:18]/[C:20]1[CH:25]=[CH:24][CH:23]=[C:22]([NH:26][C:12](=[O:13])/[CH:11]=[CH:10]/[C:8]2[CH:7]=[CH:6][C:5]3[O:1][CH2:2][O:3][C:4]=3[CH:9]=2)[CH:21]=1, predict the reactants needed to synthesize it. The reactants are: [O:1]1[C:5]2[CH:6]=[CH:7][C:8]([CH:10]=[CH:11][C:12](Cl)=[O:13])=[CH:9][C:4]=2[O:3][CH2:2]1.COC(=O)[C:18]([C:20]1[CH:25]=[CH:24][CH:23]=[C:22]([NH2:26])[CH:21]=1)=[CH2:19].[C:28]([O-:31])(O)=[O:29].[Na+].O1CCC[CH2:34]1. (2) The reactants are: C1(C2C(C3C=CC=CC=3)=C(C3C=CC=CC=3)N=PC=2)C=CC=CC=1.[CH2:25]([C:32]([CH:34]=[O:35])=[O:33])[C:26]1[CH:31]=[CH:30][CH:29]=[CH:28][CH:27]=1.Cl. Given the product [CH2:25]([C:32]([CH:34]=[O:35])=[O:33])[C:26]1[CH:31]=[CH:30][CH:29]=[CH:28][CH:27]=1, predict the reactants needed to synthesize it. (3) Given the product [C:1]([N:5]1[C:9]([C:10]2[CH:11]=[CH:12][C:13]([O:16][CH3:17])=[CH:14][CH:15]=2)=[CH:8][C:7]([CH2:18][CH2:19][CH2:20][N:33]2[CH2:34][CH2:35][N:30]([C:27]3[CH:26]=[CH:25][C:24]([O:23][CH3:22])=[CH:29][CH:28]=3)[CH2:31][CH2:32]2)=[N:6]1)([CH3:4])([CH3:3])[CH3:2], predict the reactants needed to synthesize it. The reactants are: [C:1]([N:5]1[C:9]([C:10]2[CH:15]=[CH:14][C:13]([O:16][CH3:17])=[CH:12][CH:11]=2)=[CH:8][C:7]([CH2:18][CH2:19][CH:20]=O)=[N:6]1)([CH3:4])([CH3:3])[CH3:2].[CH3:22][O:23][C:24]1[CH:29]=[CH:28][C:27]([N:30]2[CH2:35][CH2:34][NH:33][CH2:32][CH2:31]2)=[CH:26][CH:25]=1.CCN(C(C)C)C(C)C.[BH-](OC(C)=O)(OC(C)=O)OC(C)=O.[Na+]. (4) Given the product [NH2:16][C:10]1[C:9]([C:1]([C:2]2[CH:7]=[CH:6][CH:5]=[CH:4][CH:3]=2)=[O:8])=[CH:14][C:13]([Cl:15])=[CH:12][N:11]=1, predict the reactants needed to synthesize it. The reactants are: [C:1]([C:9]1[C:10]([NH:16]C(=O)C(C)(C)C)=[N:11][CH:12]=[C:13]([Cl:15])[CH:14]=1)(=[O:8])[C:2]1[CH:7]=[CH:6][CH:5]=[CH:4][CH:3]=1.Cl. (5) Given the product [NH3:7].[CH:1]1([NH:7][CH:15]([CH3:16])/[CH:14]=[CH:13]/[C:11]([O:10][CH2:9][CH3:8])=[O:12])[CH2:6][CH2:5][CH2:4][CH2:3][CH2:2]1, predict the reactants needed to synthesize it. The reactants are: [CH:1]1([NH2:7])[CH2:6][CH2:5][CH2:4][CH2:3][CH2:2]1.[CH3:8][CH2:9][O:10][C:11]([CH3:13])=[O:12].[CH3:14][CH2:15][CH2:16]CCCC.